This data is from Reaction yield outcomes from USPTO patents with 853,638 reactions. The task is: Predict the reaction yield, written as a fraction of the theoretical maximum amount of product (1.0 means a 100% yield; for example, 0.34 means a 34% yield). The reactants are C([O:4][CH2:5][C:6]([N:8]1[CH2:13][CH2:12][CH:11]([NH:14][C:15]([C:17]2[N:29]([CH3:30])[C:28]3[C:27]4[CH:26]=[CH:25][CH:24]=[CH:23][C:22]=4[N:21]([CH2:31][C:32]4[CH:37]=[CH:36][CH:35]=[CH:34][C:33]=4[Cl:38])[C:20](=[O:39])[C:19]=3[C:18]=2[O:40][CH3:41])=[O:16])[CH2:10][CH2:9]1)=[O:7])(=O)C.C(=O)([O-])[O-].[K+].[K+].CO.O. The yield is 0.0200. The catalyst is C1COCC1.C(=O)([O-])O.[Na+]. The product is [Cl:38][C:33]1[CH:34]=[CH:35][CH:36]=[CH:37][C:32]=1[CH2:31][N:21]1[C:22]2[CH:23]=[CH:24][CH:25]=[CH:26][C:27]=2[C:28]2[N:29]([CH3:30])[C:17]([C:15]([NH:14][CH:11]3[CH2:10][CH2:9][N:8]([C:6](=[O:7])[CH2:5][OH:4])[CH2:13][CH2:12]3)=[O:16])=[C:18]([O:40][CH3:41])[C:19]=2[C:20]1=[O:39].